From a dataset of Full USPTO retrosynthesis dataset with 1.9M reactions from patents (1976-2016). Predict the reactants needed to synthesize the given product. (1) The reactants are: [CH3:1][C:2]1[CH:7]=[C:6]([N:8]2[CH2:12][CH2:11][C@H:10]([CH2:13][N:14]3[CH2:18][CH2:17][CH2:16][C@@H:15]3[CH3:19])[CH2:9]2)[CH:5]=[CH:4][C:3]=1[NH2:20].[CH3:21][C:22]1[C:26]([C:27](Cl)=[O:28])=[C:25]([CH3:30])[O:24][N:23]=1. Given the product [CH3:1][C:2]1[CH:7]=[C:6]([N:8]2[CH2:12][CH2:11][C@H:10]([CH2:13][N:14]3[CH2:18][CH2:17][CH2:16][C@@H:15]3[CH3:19])[CH2:9]2)[CH:5]=[CH:4][C:3]=1[NH:20][C:27]([C:26]1[C:22]([CH3:21])=[N:23][O:24][C:25]=1[CH3:30])=[O:28], predict the reactants needed to synthesize it. (2) Given the product [C:1]([O:5][C:6]([N:8]1[CH2:13][CH2:12][CH:11]([NH:14][C:16]2[CH:21]=[CH:20][N:19]=[CH:18][CH:17]=2)[CH2:10][CH2:9]1)=[O:7])([CH3:4])([CH3:2])[CH3:3], predict the reactants needed to synthesize it. The reactants are: [C:1]([O:5][C:6]([N:8]1[CH2:13][CH2:12][CH:11]([NH2:14])[CH2:10][CH2:9]1)=[O:7])([CH3:4])([CH3:3])[CH3:2].Cl[C:16]1[CH:21]=[CH:20][N:19]=[CH:18][CH:17]=1. (3) Given the product [N:14]1[CH:13]=[CH:12][C:11]([C:10]2[C:5]3[N:6]([CH:36]=[C:3]([CH2:2][O:1][C:38]4[CH:47]=[CH:46][C:45]5[C:40](=[CH:41][CH:42]=[CH:43][CH:44]=5)[N:39]=4)[N:4]=3)[C:7]([C:17]3[CH:18]=[CH:19][C:20]([N:23]4[CH2:24][CH2:25][N:26]([C:29]([O:31][C:32]([CH3:33])([CH3:35])[CH3:34])=[O:30])[CH2:27][CH2:28]4)=[N:21][CH:22]=3)=[CH:8][N:9]=2)=[CH:16][CH:15]=1, predict the reactants needed to synthesize it. The reactants are: [OH:1][CH2:2][C:3]1[N:4]=[C:5]2[C:10]([C:11]3[CH:16]=[CH:15][N:14]=[CH:13][CH:12]=3)=[N:9][CH:8]=[C:7]([C:17]3[CH:18]=[CH:19][C:20]([N:23]4[CH2:28][CH2:27][N:26]([C:29]([O:31][C:32]([CH3:35])([CH3:34])[CH3:33])=[O:30])[CH2:25][CH2:24]4)=[N:21][CH:22]=3)[N:6]2[CH:36]=1.Cl[C:38]1[CH:47]=[CH:46][C:45]2[C:40](=[CH:41][CH:42]=[CH:43][CH:44]=2)[N:39]=1.C1OCCOCCOCCOCCOCCOC1.CC(C)([O-])C.[K+]. (4) The reactants are: [C:1]([C:3]1[CH:8]=[CH:7][C:6]([CH2:9][C:10]([OH:12])=O)=[C:5]([O:13][CH3:14])[C:4]=1[F:15])#[N:2].Cl.[NH:17]1[CH2:22][CH2:21][CH:20]([CH2:23][CH2:24][C:25]2[CH:34]=[CH:33][C:28]3[C:29](=[O:32])[O:30][CH2:31][C:27]=3[CH:26]=2)[CH2:19][CH2:18]1. Given the product [F:15][C:4]1[C:5]([O:13][CH3:14])=[C:6]([CH2:9][C:10](=[O:12])[N:17]2[CH2:22][CH2:21][CH:20]([CH2:23][CH2:24][C:25]3[CH:34]=[CH:33][C:28]4[C:29](=[O:32])[O:30][CH2:31][C:27]=4[CH:26]=3)[CH2:19][CH2:18]2)[CH:7]=[CH:8][C:3]=1[C:1]#[N:2], predict the reactants needed to synthesize it.